This data is from Reaction yield outcomes from USPTO patents with 853,638 reactions. The task is: Predict the reaction yield, written as a fraction of the theoretical maximum amount of product (1.0 means a 100% yield; for example, 0.34 means a 34% yield). (1) The reactants are [CH3:1][O:2][C:3]1[CH:4]=[C:5]2[C:10](=[CH:11][C:12]=1[O:13][CH3:14])[N:9]=[CH:8][CH:7]=[C:6]2[O:15][C:16]1[C:22]([CH3:23])=[CH:21][C:19]([NH2:20])=[C:18]([CH3:24])[CH:17]=1.Cl[C:26](Cl)([O:28][C:29](=[O:35])OC(Cl)(Cl)Cl)Cl.[CH:37]1(CO)[CH2:43][CH2:42][CH2:41][CH2:40][CH2:39][CH2:38]1.C(=O)(O)[O-].[Na+]. The catalyst is C(Cl)Cl.C(N(CC)CC)C.C1(C)C=CC=CC=1. The product is [CH3:1][O:2][C:3]1[CH:4]=[C:5]2[C:10](=[CH:11][C:12]=1[O:13][CH3:14])[N:9]=[CH:8][CH:7]=[C:6]2[O:15][C:16]1[C:22]([CH3:23])=[CH:21][C:19]([NH:20][C:29](=[O:35])[O:28][CH2:26][CH:37]2[CH2:43][CH2:42][CH2:41][CH2:40][CH2:39][CH2:38]2)=[C:18]([CH3:24])[CH:17]=1. The yield is 0.830. (2) The reactants are [S-:1][C:2]#[N:3].[K+].[NH2:5][C:6]1[CH:25]=[CH:24][C:9]([O:10][C:11]2[CH:12]=[C:13]([NH:17][C:18](=[O:23])[C:19]([F:22])([F:21])[F:20])[CH:14]=[CH:15][CH:16]=2)=[C:8]([C:26]#[N:27])[CH:7]=1.BrBr. The catalyst is C(O)(=O)C. The product is [NH2:3][C:2]1[S:1][C:7]2[C:8]([C:26]#[N:27])=[C:9]([O:10][C:11]3[CH:12]=[C:13]([NH:17][C:18](=[O:23])[C:19]([F:21])([F:22])[F:20])[CH:14]=[CH:15][CH:16]=3)[CH:24]=[CH:25][C:6]=2[N:5]=1. The yield is 0.590. (3) The reactants are [C:1]([O:5][C:6]([NH:8][C@@H:9]([C:11]1[O:12][CH:13]=[C:14]([C:16](OC)=[O:17])[N:15]=1)[CH3:10])=[O:7])([CH3:4])([CH3:3])[CH3:2].[Li+].[BH4-].C(OCC)(=O)C.Cl. The catalyst is C1COCC1.O. The product is [OH:17][CH2:16][C:14]1[N:15]=[C:11]([C@H:9]([NH:8][C:6](=[O:7])[O:5][C:1]([CH3:4])([CH3:3])[CH3:2])[CH3:10])[O:12][CH:13]=1. The yield is 0.840. (4) The reactants are N1CCCCC1.[CH3:7][O:8][C:9]1[CH:10]=[C:11]([CH:14]=[CH:15][C:16]=1[N:17]1[CH:21]=[C:20]([CH3:22])[N:19]=[CH:18]1)[CH:12]=O.[CH2:23]([N:30]1[C:31](=[O:43])[NH:32][CH2:33]/[C:34]/1=[N:35]\[C:36](=[O:42])[O:37][C:38]([CH3:41])([CH3:40])[CH3:39])[C:24]1[CH:29]=[CH:28][CH:27]=[CH:26][CH:25]=1. The catalyst is C(O)C. The product is [CH2:23]([N:30]1[C:34](=[N:35][C:36](=[O:42])[O:37][C:38]([CH3:39])([CH3:40])[CH3:41])[C:33](=[CH:12][C:11]2[CH:14]=[CH:15][C:16]([N:17]3[CH:21]=[C:20]([CH3:22])[N:19]=[CH:18]3)=[C:9]([O:8][CH3:7])[CH:10]=2)[NH:32][C:31]1=[O:43])[C:24]1[CH:29]=[CH:28][CH:27]=[CH:26][CH:25]=1. The yield is 0.390. (5) The catalyst is C1COCC1.CO.O. The yield is 0.390. The reactants are [F:1][C:2]1[C:7]([F:8])=[C:6]([F:9])[CH:5]=[CH:4][C:3]=1[C:10]1[C:11]2[N:12]([N:16]=[C:17]([NH2:19])[N:18]=2)[CH:13]=[CH:14][CH:15]=1.ClC(Cl)(Cl)C(Cl)(Cl)Cl.C(N(CC)CC)C.CP(C)C.[CH3:39][C@H:40]1[C:45](=O)[C@@H:44]([CH3:47])[CH2:43][N:42]([C:48]([O:50][C:51]([CH3:54])([CH3:53])[CH3:52])=[O:49])[CH2:41]1.[B][B][B][B][B][B][B][B][B][B]. The product is [C:51]([O:50][C:48]([N:42]1[CH2:43][CH:44]([CH3:47])[CH:45]([NH:19][C:17]2[N:18]=[C:11]3[C:10]([C:3]4[CH:4]=[CH:5][C:6]([F:9])=[C:7]([F:8])[C:2]=4[F:1])=[CH:15][CH:14]=[CH:13][N:12]3[N:16]=2)[CH:40]([CH3:39])[CH2:41]1)=[O:49])([CH3:54])([CH3:52])[CH3:53]. (6) The reactants are CI.[CH2:3]([O:10][C:11](=[O:26])[CH2:12][CH2:13][C@H:14]([NH:18][C:19]([O:21][C:22]([CH3:25])([CH3:24])[CH3:23])=[O:20])[C:15]([OH:17])=[O:16])[C:4]1[CH:9]=[CH:8][CH:7]=[CH:6][CH:5]=1.[C:27]([O-])([O-])=O.[K+].[K+].CCOC(C)=O. The catalyst is CN(C=O)C.C(Cl)(Cl)Cl.CO. The yield is 0.820. The product is [C:22]([O:21][C:19]([NH:18][C@@H:14]([CH2:13][CH2:12][C:11]([O:10][CH2:3][C:4]1[CH:9]=[CH:8][CH:7]=[CH:6][CH:5]=1)=[O:26])[C:15]([O:17][CH3:27])=[O:16])=[O:20])([CH3:23])([CH3:25])[CH3:24].